From a dataset of Forward reaction prediction with 1.9M reactions from USPTO patents (1976-2016). Predict the product of the given reaction. (1) Given the reactants [H-].[Na+].[OH:3][CH:4]1[CH2:9][CH2:8][N:7]([C:10]([O:12][C:13]([CH3:16])([CH3:15])[CH3:14])=[O:11])[CH2:6][CH2:5]1.Br[CH2:18][C:19]([O:21][CH3:22])=[O:20], predict the reaction product. The product is: [CH3:22][O:21][C:19](=[O:20])[CH2:18][O:3][CH:4]1[CH2:5][CH2:6][N:7]([C:10]([O:12][C:13]([CH3:16])([CH3:15])[CH3:14])=[O:11])[CH2:8][CH2:9]1. (2) The product is: [CH3:16][CH:15]([CH3:17])[CH2:14][CH2:13][CH2:12][O:10][C:6]1[CH:5]=[C:4]2[C:9](=[CH:8][CH:7]=1)[NH:1][N:2]=[CH:3]2. Given the reactants [NH:1]1[C:9]2[C:4](=[CH:5][C:6]([OH:10])=[CH:7][CH:8]=2)[CH:3]=[N:2]1.Br[CH2:12][CH2:13][CH2:14][CH:15]([CH3:17])[CH3:16].C(=O)([O-])[O-].[K+].[K+].O, predict the reaction product. (3) Given the reactants [Cl:1][C:2]1[CH:24]=[C:23]([C:25]([NH:27][CH2:28][C:29]2[CH:34]=[CH:33][CH:32]=[C:31]([OH:35])[CH:30]=2)=[O:26])[CH:22]=[C:21]([CH3:36])[C:3]=1[C:4]([NH:6][C@H:7]([C:17]([O:19]C)=[O:18])[CH2:8][NH:9][C:10]([C:12]1[S:13][CH:14]=[CH:15][CH:16]=1)=[O:11])=[O:5].[OH-].[Na+], predict the reaction product. The product is: [Cl:1][C:2]1[CH:24]=[C:23]([C:25]([NH:27][CH2:28][C:29]2[CH:34]=[CH:33][CH:32]=[C:31]([OH:35])[CH:30]=2)=[O:26])[CH:22]=[C:21]([CH3:36])[C:3]=1[C:4]([NH:6][C@H:7]([C:17]([OH:19])=[O:18])[CH2:8][NH:9][C:10]([C:12]1[S:13][CH:14]=[CH:15][CH:16]=1)=[O:11])=[O:5]. (4) The product is: [Cl:1][C:2]1[C:7]([C:8]2[CH:9]=[CH:10][C:14]([F:17])=[CH:15][CH:16]=2)=[CH:6][CH:5]=[CH:4][N:3]=1. Given the reactants [Cl:1][C:2]1[C:7]([C:8]2[CH:9]=[C:10]3[C:14](=[CH:15][CH:16]=2)NN=C3)=[CH:6][CH:5]=[CH:4][N:3]=1.[F:17]C1C=CC(B(O)O)=CC=1.BrC1C(Cl)=NC=CC=1.C([O-])([O-])=O.[Na+].[Na+], predict the reaction product. (5) Given the reactants Cl.Cl.[NH2:3][CH2:4][CH2:5][N:6]1[C:14]2[C:13]([NH:15][C:16]3[CH:21]=[CH:20][C:19]([O:22][C:23]4[C:28]5[CH:29]=[N:30][S:31][C:27]=5[CH:26]=[CH:25][CH:24]=4)=[C:18]([Cl:32])[CH:17]=3)=[N:12][CH:11]=[N:10][C:9]=2[CH:8]=[CH:7]1.[CH3:33][S:34]([CH2:37][C:38](O)=[O:39])(=[O:36])=[O:35].ON1C2C=CC=CC=2N=N1.Cl.C(N=C=NCCCN(C)C)C.[CH3:63][S:64]([OH:67])(=[O:66])=[O:65], predict the reaction product. The product is: [CH3:63][S:64]([OH:67])(=[O:66])=[O:65].[S:31]1[C:27]2[CH:26]=[CH:25][CH:24]=[C:23]([O:22][C:19]3[CH:20]=[CH:21][C:16]([NH:15][C:13]4[C:14]5[N:6]([CH2:5][CH2:4][NH:3][C:38](=[O:39])[CH2:37][S:34]([CH3:33])(=[O:36])=[O:35])[CH:7]=[CH:8][C:9]=5[N:10]=[CH:11][N:12]=4)=[CH:17][C:18]=3[Cl:32])[C:28]=2[CH:29]=[N:30]1. (6) Given the reactants [NH2:1][C@H:2]([C:4]1[CH:12]=[CH:11][C:7]([C:8]([OH:10])=[O:9])=[C:6]([F:13])[CH:5]=1)[CH3:3].[CH2:14](Cl)Cl.CCN([CH:23]([CH3:25])[CH3:24])C(C)C.[OH-:26].[Na+].CN1[C:33](=[O:34])CCC1, predict the reaction product. The product is: [C:23]([O:26][C:33]([NH:1][C@H:2]([C:4]1[CH:12]=[CH:11][C:7]([C:8]([OH:10])=[O:9])=[C:6]([F:13])[CH:5]=1)[CH3:3])=[O:34])([CH3:25])([CH3:14])[CH3:24]. (7) The product is: [CH3:68][O:69][C:70]([C@@H:72]1[CH2:76][C@@H:75]([S:77]([C:80]2[CH:85]=[CH:84][CH:83]=[CH:82][C:81]=2[C:86]([F:89])([F:88])[F:87])(=[O:79])=[O:78])[CH2:74][N:73]1[C:90]1[N:91]([C:96]2[CH:101]=[CH:100][CH:99]=[C:98]([O:102][CH3:103])[CH:97]=2)[N:92]=[C:93]([CH3:95])[CH:94]=1)=[O:71]. Given the reactants COC([C@@H]1C[C@@H](S(C2C=CC=CC=2C(F)(F)F)(=O)=O)CN1C(=S)CC(=O)C)=O.COC([C@H]1C[C@@H](S(C2C=CC=CC=2C(F)(F)F)(=O)=O)CN1C(=S)CC(=O)C)=O.Cl.COC1C=C(NN)C=CC=1.[CH3:68][O:69][C:70]([C@H:72]1[CH2:76][C@@H:75]([S:77]([C:80]2[CH:85]=[CH:84][CH:83]=[CH:82][C:81]=2[C:86]([F:89])([F:88])[F:87])(=[O:79])=[O:78])[CH2:74][N:73]1[C:90]1[N:91]([C:96]2[CH:101]=[CH:100][CH:99]=[C:98]([O:102][CH3:103])[CH:97]=2)[N:92]=[C:93]([CH3:95])[CH:94]=1)=[O:71], predict the reaction product.